Dataset: TCR-epitope binding with 47,182 pairs between 192 epitopes and 23,139 TCRs. Task: Binary Classification. Given a T-cell receptor sequence (or CDR3 region) and an epitope sequence, predict whether binding occurs between them. (1) Result: 0 (the TCR does not bind to the epitope). The epitope is GLCTLVAML. The TCR CDR3 sequence is CASSALGLAGSSYNEQFF. (2) The epitope is ALSKGVHFV. The TCR CDR3 sequence is CASSLPTGTATQYF. Result: 0 (the TCR does not bind to the epitope).